This data is from Reaction yield outcomes from USPTO patents with 853,638 reactions. The task is: Predict the reaction yield, written as a fraction of the theoretical maximum amount of product (1.0 means a 100% yield; for example, 0.34 means a 34% yield). (1) The reactants are [Cl:1][C:2]1[CH:3]=[CH:4][C:5]([O:24][CH3:25])=[C:6]([C:8]2[C:12]([N+:13]([O-])=O)=[CH:11][N:10]([CH2:16][O:17][CH2:18][CH2:19][Si:20]([CH3:23])([CH3:22])[CH3:21])[N:9]=2)[CH:7]=1.O.[Cl-].[NH4+]. The catalyst is C(O)C.ClCCl.[Fe]. The product is [Cl:1][C:2]1[CH:3]=[CH:4][C:5]([O:24][CH3:25])=[C:6]([C:8]2[C:12]([NH2:13])=[CH:11][N:10]([CH2:16][O:17][CH2:18][CH2:19][Si:20]([CH3:22])([CH3:21])[CH3:23])[N:9]=2)[CH:7]=1. The yield is 1.00. (2) The reactants are [OH:1][C@@H:2]1[C@H:7]([NH:8][C:9](=[O:15])[O:10][C:11]([CH3:14])([CH3:13])[CH3:12])[CH:6]=[C:5]([C:16]2[CH:21]=[CH:20][N:19]=[CH:18][C:17]=2[N+:22]([O-:24])=[O:23])[CH2:4][C@@H:3]1[CH3:25].[C:26](#[N:29])[CH:27]=[CH2:28].C(=O)([O-])[O-].[Cs+].[Cs+].C([O-])(O)=O.[Na+]. The catalyst is CC(O)(C)C.O. The product is [C:26]([CH2:27][CH2:28][O:1][C@@H:2]1[C@H:7]([NH:8][C:9](=[O:15])[O:10][C:11]([CH3:12])([CH3:13])[CH3:14])[CH:6]=[C:5]([C:16]2[CH:21]=[CH:20][N:19]=[CH:18][C:17]=2[N+:22]([O-:24])=[O:23])[CH2:4][C@@H:3]1[CH3:25])#[N:29]. The yield is 0.940. (3) The reactants are [CH3:1][S:2]([C:5]1[CH:12]=[CH:11][C:8]([CH:9]=[O:10])=[CH:7][CH:6]=1)(=[O:4])=[O:3].[C:13](O)(C(F)(F)F)=O.[CH2:20]([OH:24])[CH2:21][CH:22]=C.[OH-].[Na+].[Li+].[OH-]. The catalyst is ClCCCl.O.CO. The product is [CH3:1][S:2]([C:5]1[CH:12]=[CH:11][C:8]([CH:9]2[CH2:13][CH:20]([OH:24])[CH2:21][CH2:22][O:10]2)=[CH:7][CH:6]=1)(=[O:3])=[O:4]. The yield is 0.640. (4) The catalyst is C(N(CC)CC)C.C1COCC1. The product is [ClH:19].[CH3:22][N:23]1[CH2:28][CH2:27][N:26]([CH:29]2[CH2:34][CH2:33][CH2:32][N:31]([C:13]([C:11]3[S:12][C:8]([C:5]4[C:4]([CH3:16])=[C:3]([C:2]([F:1])([F:18])[F:17])[O:7][N:6]=4)=[CH:9][CH:10]=3)=[O:15])[CH2:30]2)[CH2:25][CH2:24]1. The yield is 0.530. The reactants are [F:1][C:2]([F:18])([F:17])[C:3]1[O:7][N:6]=[C:5]([C:8]2[S:12][C:11]([C:13]([OH:15])=O)=[CH:10][CH:9]=2)[C:4]=1[CH3:16].[ClH:19].Cl.Cl.[CH3:22][N:23]1[CH2:28][CH2:27][N:26]([CH:29]2[CH2:34][CH2:33][CH2:32][NH:31][CH2:30]2)[CH2:25][CH2:24]1.N1CCCCC1. (5) The reactants are [NH2:1][C:2]1[N:7]=[CH:6][C:5](/[CH:8]=[CH:9]/[C:10]([N:12]([CH2:14][C:15]2[C:23]3[C:18](=[C:19]([C:24]([O:26]C)=[O:25])[CH:20]=[CH:21][CH:22]=3)[N:17]([CH3:28])[CH:16]=2)[CH3:13])=[O:11])=[CH:4][CH:3]=1.O1CCCC1.[Li+].[OH-]. The catalyst is CO.O. The product is [NH2:1][C:2]1[N:7]=[CH:6][C:5]([CH:8]=[CH:9][C:10]([N:12]([CH2:14][C:15]2[C:23]3[C:18](=[C:19]([C:24]([OH:26])=[O:25])[CH:20]=[CH:21][CH:22]=3)[N:17]([CH3:28])[CH:16]=2)[CH3:13])=[O:11])=[CH:4][CH:3]=1. The yield is 0.350. (6) The reactants are [Cl:1][C:2]1[C:3]([OH:38])=[C:4]([S:9]([N:12]([CH2:30][C:31]2[CH:36]=[CH:35][C:34]([F:37])=[CH:33][CH:32]=2)[CH2:13][C:14]2[CH:19]=[CH:18][C:17]([CH2:20][NH:21][CH2:22][C:23]3[CH:28]=[CH:27][C:26]([F:29])=[CH:25][CH:24]=3)=[CH:16][CH:15]=2)(=[O:11])=[O:10])[CH:5]=[C:6]([Cl:8])[CH:7]=1.[Cl:39][C:40]1[CH:41]=[C:42]([S:47](Cl)(=[O:49])=[O:48])[CH:43]=[C:44]([Cl:46])[CH:45]=1.C(N(C(C)C)CC)(C)C. The catalyst is C(Cl)Cl. The product is [Cl:1][C:2]1[C:3]([OH:38])=[C:4]([S:9]([N:12]([CH2:13][C:14]2[CH:19]=[CH:18][C:17]([CH2:20][N:21]([CH2:22][C:23]3[CH:28]=[CH:27][C:26]([F:29])=[CH:25][CH:24]=3)[S:47]([C:42]3[CH:41]=[C:40]([Cl:39])[CH:45]=[C:44]([Cl:46])[CH:43]=3)(=[O:49])=[O:48])=[CH:16][CH:15]=2)[CH2:30][C:31]2[CH:32]=[CH:33][C:34]([F:37])=[CH:35][CH:36]=2)(=[O:10])=[O:11])[CH:5]=[C:6]([Cl:8])[CH:7]=1. The yield is 0.120. (7) The reactants are [F:1][C:2]1[CH:7]=[CH:6][CH:5]=[CH:4][C:3]=1[CH2:8][C:9]([O:11][C@H:12]([C:14]1[CH:19]=[CH:18][CH:17]=[CH:16][CH:15]=1)[CH3:13])=[O:10].[CH2:20]1[CH2:30][CH2:29][N:28]2C(=NC[CH2:26][CH2:27]2)CC1.C(Br)(Br)(Br)Br.N1CCCCC1. The catalyst is C1COCC1.C(OCC)C.C1(C)C=CC=CC=1. The product is [F:1][C:2]1[CH:7]=[CH:6][CH:5]=[CH:4][C:3]=1[C@@H:8]([N:28]1[CH2:27][CH2:26][CH2:20][CH2:30][CH2:29]1)[C:9]([O:11][C@H:12]([C:14]1[CH:15]=[CH:16][CH:17]=[CH:18][CH:19]=1)[CH3:13])=[O:10]. The yield is 0.110.